Dataset: hERG potassium channel inhibition data for cardiac toxicity prediction from Karim et al.. Task: Regression/Classification. Given a drug SMILES string, predict its toxicity properties. Task type varies by dataset: regression for continuous values (e.g., LD50, hERG inhibition percentage) or binary classification for toxic/non-toxic outcomes (e.g., AMES mutagenicity, cardiotoxicity, hepatotoxicity). Dataset: herg_karim. (1) The compound is CC1CCN(CCCOc2ccc(=O)n(-c3ccc(Cl)cc3)n2)CC1. The result is 1 (blocker). (2) The compound is CCCCCCCN(CC)C/C=C/CCc1ccc(Cl)cc1. The result is 1 (blocker). (3) The molecule is Nc1ccc(-c2cccs2)cc1NC(=O)c1ccc(N2CCC3(CCN(CC(=O)O)C3)CC2)nc1. The result is 1 (blocker). (4) The compound is O=C(CCc1ccccc1)N[C@H]1CC[C@H](c2ccc(O)cc2)CC1. The result is 0 (non-blocker).